Dataset: Full USPTO retrosynthesis dataset with 1.9M reactions from patents (1976-2016). Task: Predict the reactants needed to synthesize the given product. (1) Given the product [Si:1]([O:8][C@@H:9]([CH2:35][C@H:36]([OH:63])/[CH:37]=[CH:38]\[C@H:39]([CH3:62])[C@H:40]([O:54][Si:55]([C:58]([CH3:59])([CH3:61])[CH3:60])([CH3:57])[CH3:56])[C@@H:41]([CH3:53])[CH2:42][CH2:43][CH2:44][O:45][Si:46]([C:49]([CH3:50])([CH3:51])[CH3:52])([CH3:48])[CH3:47])[C@H:10]([CH3:34])/[CH:11]=[CH:12]/[CH2:13][O:14][C:15]([C:28]1[CH:33]=[CH:32][CH:31]=[CH:30][CH:29]=1)([C:22]1[CH:23]=[CH:24][CH:25]=[CH:26][CH:27]=1)[C:16]1[CH:17]=[CH:18][CH:19]=[CH:20][CH:21]=1)([C:4]([CH3:5])([CH3:6])[CH3:7])([CH3:3])[CH3:2], predict the reactants needed to synthesize it. The reactants are: [Si:1]([O:8][C@@H:9]([CH2:35][C@H:36]([OH:63])[C:37]#[C:38][C@H:39]([CH3:62])[C@H:40]([O:54][Si:55]([C:58]([CH3:61])([CH3:60])[CH3:59])([CH3:57])[CH3:56])[C@@H:41]([CH3:53])[CH2:42][CH2:43][CH2:44][O:45][Si:46]([C:49]([CH3:52])([CH3:51])[CH3:50])([CH3:48])[CH3:47])[C@H:10]([CH3:34])/[CH:11]=[CH:12]/[CH2:13][O:14][C:15]([C:28]1[CH:33]=[CH:32][CH:31]=[CH:30][CH:29]=1)([C:22]1[CH:27]=[CH:26][CH:25]=[CH:24][CH:23]=1)[C:16]1[CH:21]=[CH:20][CH:19]=[CH:18][CH:17]=1)([C:4]([CH3:7])([CH3:6])[CH3:5])([CH3:3])[CH3:2]. (2) Given the product [CH2:15]([S:12]([NH:11][C:7]1[CH:6]=[C:5]([CH:10]=[CH:9][CH:8]=1)[C:4]([OH:18])=[O:3])(=[O:13])=[O:14])[CH2:16][CH3:17], predict the reactants needed to synthesize it. The reactants are: C([O:3][C:4](=[O:18])[C:5]1[CH:10]=[CH:9][CH:8]=[C:7]([NH:11][S:12]([CH2:15][CH2:16][CH3:17])(=[O:14])=[O:13])[CH:6]=1)C.[OH-].[Li+].O1CCCC1.Cl. (3) The reactants are: [CH:1]1([C:4]2[NH:8][C:7]3[CH:9]=[C:10]([C:14]4[C:15]([CH3:20])=[N:16][O:17][C:18]=4[CH3:19])[CH:11]=[C:12](I)[C:6]=3[N:5]=2)[CH2:3][CH2:2]1.[F:21][C:22]([F:35])([F:34])[C:23]1[CH:28]=[CH:27][C:26]([C:29](B(O)O)=[CH2:30])=[CH:25][CH:24]=1. Given the product [CH:1]1([C:4]2[NH:8][C:7]3[CH:9]=[C:10]([C:14]4[C:15]([CH3:20])=[N:16][O:17][C:18]=4[CH3:19])[CH:11]=[C:12]([C:29]([C:26]4[CH:25]=[CH:24][C:23]([C:22]([F:21])([F:34])[F:35])=[CH:28][CH:27]=4)=[CH2:30])[C:6]=3[N:5]=2)[CH2:3][CH2:2]1, predict the reactants needed to synthesize it. (4) The reactants are: [C:1]([O:5][C:6]([N:8]1[CH2:13][CH2:12][N:11]([C:14]2[C:15](=[O:20])[NH:16][CH:17]=[CH:18][N:19]=2)[CH2:10][CH2:9]1)=[O:7])([CH3:4])([CH3:3])[CH3:2].CC([O-])(C)C.[K+].CS(O[CH2:32][CH2:33][CH2:34][C:35]1[CH:40]=[C:39]([F:41])[C:38]([F:42])=[CH:37][C:36]=1[F:43])(=O)=O.O. Given the product [F:43][C:36]1[CH:37]=[C:38]([F:42])[C:39]([F:41])=[CH:40][C:35]=1[CH2:34][CH2:33][CH2:32][N:16]1[CH:17]=[CH:18][N:19]=[C:14]([N:11]2[CH2:10][CH2:9][N:8]([C:6]([O:5][C:1]([CH3:4])([CH3:2])[CH3:3])=[O:7])[CH2:13][CH2:12]2)[C:15]1=[O:20], predict the reactants needed to synthesize it. (5) Given the product [Br:11][C:12]1[CH:17]=[CH:16][C:15]([C:18]2[O:1][N:2]=[C:3]([C:4]3[CH:5]=[N:6][CH:7]=[N:8][CH:9]=3)[CH:19]=2)=[CH:14][CH:13]=1, predict the reactants needed to synthesize it. The reactants are: [OH:1][N:2]=[C:3](Cl)[C:4]1[CH:5]=[N:6][CH:7]=[N:8][CH:9]=1.[Br:11][C:12]1[CH:17]=[CH:16][C:15]([C:18]#[CH:19])=[CH:14][CH:13]=1.N. (6) Given the product [F:1][C:2]1[CH:3]=[CH:4][C:5]([O:11][CH3:12])=[C:6]([C@H:8]([O:10][C:33]2[C:34]([N+:39]([O-:41])=[O:40])=[N:35][CH:36]=[CH:37][CH:38]=2)[CH3:9])[CH:7]=1, predict the reactants needed to synthesize it. The reactants are: [F:1][C:2]1[CH:3]=[CH:4][C:5]([O:11][CH3:12])=[C:6]([C@@H:8]([OH:10])[CH3:9])[CH:7]=1.C1(P(C2C=CC=CC=2)C2C=CC=CC=2)C=CC=CC=1.O[C:33]1[C:34]([N+:39]([O-:41])=[O:40])=[N:35][CH:36]=[CH:37][CH:38]=1.N(C(OC(C)C)=O)=NC(OC(C)C)=O. (7) The reactants are: C(O)C.[CH:4]1([CH2:7][O:8][C:9]2[CH:10]=[C:11]([C:19](=O)[CH2:20][CH:21]([C:27](=O)[CH2:28][O:29][CH2:30][C:31]3[CH:36]=[CH:35][C:34]([O:37][CH3:38])=[CH:33][CH:32]=3)[C:22]([O:24][CH2:25][CH3:26])=[O:23])[CH:12]=[CH:13][C:14]=2[O:15][CH:16]([F:18])[F:17])[CH2:6][CH2:5]1.C([O-])(=O)C.[NH4+:45]. Given the product [CH:4]1([CH2:7][O:8][C:9]2[CH:10]=[C:11]([C:19]3[NH:45][C:27]([CH2:28][O:29][CH2:30][C:31]4[CH:36]=[CH:35][C:34]([O:37][CH3:38])=[CH:33][CH:32]=4)=[C:21]([C:22]([O:24][CH2:25][CH3:26])=[O:23])[CH:20]=3)[CH:12]=[CH:13][C:14]=2[O:15][CH:16]([F:18])[F:17])[CH2:6][CH2:5]1, predict the reactants needed to synthesize it.